This data is from Aqueous solubility values for 9,982 compounds from the AqSolDB database. The task is: Regression/Classification. Given a drug SMILES string, predict its absorption, distribution, metabolism, or excretion properties. Task type varies by dataset: regression for continuous measurements (e.g., permeability, clearance, half-life) or binary classification for categorical outcomes (e.g., BBB penetration, CYP inhibition). For this dataset (solubility_aqsoldb), we predict Y. (1) The molecule is CCCCCCCCNC(=O)n1cc(F)c(=O)[nH]c1=O. The Y is -4.18 log mol/L. (2) The compound is CCCCCCNC(=O)c1cccnc1. The Y is -2.52 log mol/L. (3) The drug is CCc1[nH]c(=O)[nH]c1C(=O)c1ccncc1. The Y is -1.99 log mol/L. (4) The drug is Cc1cc(Cl)ccc1O[C@H](C)C(=O)O. The Y is -2.40 log mol/L. (5) The molecule is CCN(CC)C(=O)COC(=O)C(C)c1ccc2cc(OC)ccc2c1. The Y is -4.46 log mol/L. (6) The compound is CN(C)Cc1cc(C(=O)c2csc(S(N)(=O)=O)c2)ccc1O. The Y is -1.54 log mol/L. (7) The molecule is CC1(C)C(=O)NC(=O)N1CO. The Y is 0.801 log mol/L.